From a dataset of Forward reaction prediction with 1.9M reactions from USPTO patents (1976-2016). Predict the product of the given reaction. (1) Given the reactants [Li+].[OH-].[F:3][C:4]1[CH:5]=[C:6]([C:11]2[CH:16]=[CH:15][C:14]([C:17]([NH:19][C@H:20]([C:28]([O:30]C)=[O:29])[C@@H:21]([CH3:27])[O:22][C:23]([CH3:26])([CH3:25])[CH3:24])=[O:18])=[C:13]([NH:32][C:33]([NH:35][C:36]3[C:41]([CH3:42])=[CH:40][C:39]([CH3:43])=[CH:38][C:37]=3[CH3:44])=[O:34])[CH:12]=2)[CH:7]=[CH:8][C:9]=1[F:10], predict the reaction product. The product is: [F:3][C:4]1[CH:5]=[C:6]([C:11]2[CH:16]=[CH:15][C:14]([C:17]([NH:19][C@H:20]([C:28]([OH:30])=[O:29])[C@@H:21]([CH3:27])[O:22][C:23]([CH3:24])([CH3:25])[CH3:26])=[O:18])=[C:13]([NH:32][C:33]([NH:35][C:36]3[C:37]([CH3:44])=[CH:38][C:39]([CH3:43])=[CH:40][C:41]=3[CH3:42])=[O:34])[CH:12]=2)[CH:7]=[CH:8][C:9]=1[F:10]. (2) The product is: [NH:10]1[C:11]2[C:7](=[CH:6][CH:5]=[C:4]([NH2:1])[CH:12]=2)[CH:8]=[N:9]1. Given the reactants [N+:1]([C:4]1[CH:12]=[C:11]2[C:7]([CH:8]=[N:9][NH:10]2)=[CH:6][CH:5]=1)([O-])=O, predict the reaction product.